This data is from Forward reaction prediction with 1.9M reactions from USPTO patents (1976-2016). The task is: Predict the product of the given reaction. (1) Given the reactants N1C=CN=C1.[C:6]([Si:10]([CH3:13])([CH3:12])Cl)([CH3:9])([CH3:8])[CH3:7].[Br:14][C:15]1[CH:16]=[CH:17][C:18]([O:23][CH3:24])=[C:19]([CH:22]=1)[CH2:20][OH:21].O, predict the reaction product. The product is: [Br:14][C:15]1[CH:16]=[CH:17][C:18]([O:23][CH3:24])=[C:19]([CH:22]=1)[CH2:20][O:21][Si:10]([C:6]([CH3:9])([CH3:8])[CH3:7])([CH3:13])[CH3:12]. (2) Given the reactants [O:1]1[C:5]2([CH2:10][CH2:9][C:8]([C:16](OC)=[O:17])([C:11](OCC)=[O:12])[CH2:7][CH2:6]2)[O:4][CH2:3][CH2:2]1.[H-].[H-].[H-].[H-].[Li+].[Al+3], predict the reaction product. The product is: [O:1]1[C:5]2([CH2:6][CH2:7][C:8]([CH2:11][OH:12])([CH2:16][OH:17])[CH2:9][CH2:10]2)[O:4][CH2:3][CH2:2]1. (3) The product is: [C:14]([O:9][CH2:8][C:6]1[CH:5]=[C:4]([N:10]([CH3:12])[CH3:11])[N:3]=[C:2]([Cl:1])[CH:7]=1)(=[O:15])[CH3:13]. Given the reactants [Cl:1][C:2]1[CH:7]=[C:6]([CH2:8][OH:9])[CH:5]=[C:4]([N:10]([CH3:12])[CH3:11])[N:3]=1.[CH3:13][C:14](OC(C)=O)=[O:15], predict the reaction product. (4) Given the reactants [C:1]1([C:7]2[NH:18][C:10]3=[N:11][CH:12]=[C:13]([C:15]([OH:17])=O)[CH:14]=[C:9]3[CH:8]=2)[CH:6]=[CH:5][CH:4]=[CH:3][CH:2]=1.[CH3:19][O:20][C:21](=[O:29])[C:22]1[CH:27]=[CH:26][CH:25]=[C:24]([NH2:28])[CH:23]=1.C(N(CC)CC)C.F[P-](F)(F)(F)(F)F.N1(O[P+](N(C)C)(N(C)C)N(C)C)C2C=CC=CC=2N=N1, predict the reaction product. The product is: [C:1]1([C:7]2[NH:18][C:10]3=[N:11][CH:12]=[C:13]([C:15]([NH:28][C:24]4[CH:23]=[C:22]([CH:27]=[CH:26][CH:25]=4)[C:21]([O:20][CH3:19])=[O:29])=[O:17])[CH:14]=[C:9]3[CH:8]=2)[CH:2]=[CH:3][CH:4]=[CH:5][CH:6]=1. (5) Given the reactants [C:1]([O:5][C:6]([NH:8][C@H:9]([CH2:13][CH2:14][S:15][CH3:16])[C:10]([OH:12])=O)=[O:7])([CH3:4])([CH3:3])[CH3:2].[CH:17]1([CH2:23][NH2:24])[CH2:22][CH2:21][CH2:20][CH2:19][CH2:18]1.C1C=CC2N(O)N=NC=2C=1.CCN=C=NCCCN(C)C, predict the reaction product. The product is: [CH:17]1([CH2:23][NH:24][C:10]([C@H:9]([NH:8][C:6](=[O:7])[O:5][C:1]([CH3:2])([CH3:3])[CH3:4])[CH2:13][CH2:14][S:15][CH3:16])=[O:12])[CH2:22][CH2:21][CH2:20][CH2:19][CH2:18]1. (6) Given the reactants C[N:2]1[CH:6]=[C:5]([C:7]2[CH:12]=[CH:11][CH:10]=[CH:9][CH:8]=2)[N:4]=[C:3]1[C:13]1[CH:14]=[N:15][CH:16]=[CH:17][CH:18]=1.C1C(=O)N(Br)C(=O)C1.C(OCC)(=O)C, predict the reaction product. The product is: [C:7]1([C:5]2[N:4]=[C:3]([C:13]3[CH:14]=[N:15][CH:16]=[CH:17][CH:18]=3)[NH:2][CH:6]=2)[CH:8]=[CH:9][CH:10]=[CH:11][CH:12]=1. (7) The product is: [CH3:1][N:2]1[CH:6]=[C:5]([NH:7][C:8]2[N:13]=[C:12]([NH:14][CH:15]3[CH2:24][CH2:23][C:18]4([CH2:22][N:21]([C:28](=[O:29])[CH2:27][C:25]#[N:26])[CH2:20][CH2:19]4)[CH2:17][CH2:16]3)[CH:11]=[CH:10][N:9]=2)[CH:4]=[N:3]1. Given the reactants [CH3:1][N:2]1[CH:6]=[C:5]([NH:7][C:8]2[N:13]=[C:12]([NH:14][CH:15]3[CH2:24][CH2:23][C:18]4([CH2:22][NH:21][CH2:20][CH2:19]4)[CH2:17][CH2:16]3)[CH:11]=[CH:10][N:9]=2)[CH:4]=[N:3]1.[C:25]([CH2:27][C:28](O)=[O:29])#[N:26].CCN=C=NCCCN(C)C.C1C=NC2N(O)N=NC=2C=1, predict the reaction product. (8) Given the reactants C([O:8][C:9]1[CH:24]=[C:23]([B:25]2[O:29][C:28]([CH3:31])([CH3:30])[C:27]([CH3:33])([CH3:32])[O:26]2)[CH:22]=[CH:21][C:10]=1[C:11]([O:13]CC1C=CC=CC=1)=[O:12])C1C=CC=CC=1.O1CCCC1, predict the reaction product. The product is: [OH:8][C:9]1[CH:24]=[C:23]([B:25]2[O:29][C:28]([CH3:31])([CH3:30])[C:27]([CH3:33])([CH3:32])[O:26]2)[CH:22]=[CH:21][C:10]=1[C:11]([OH:13])=[O:12]. (9) Given the reactants Cl[CH2:2][CH2:3][C:4]1[C:9]([CH2:10][C:11]#[N:12])=[CH:8][CH:7]=[C:6]([O:13][CH3:14])[N:5]=1.[I-:15].[Na+], predict the reaction product. The product is: [I:15][CH2:2][CH2:3][C:4]1[C:9]([CH2:10][C:11]#[N:12])=[CH:8][CH:7]=[C:6]([O:13][CH3:14])[N:5]=1. (10) Given the reactants FC(F)(F)C(O[C:6](=[O:11])[C:7](F)(F)F)=O.[Br:14][C:15]1C(C)=[N+:17]([O-])[CH:18]=[CH:19][CH:20]=1, predict the reaction product. The product is: [Br:14][C:15]1[C:7]([CH2:6][OH:11])=[N:17][CH:18]=[CH:19][CH:20]=1.